Dataset: Catalyst prediction with 721,799 reactions and 888 catalyst types from USPTO. Task: Predict which catalyst facilitates the given reaction. Reactant: [NH2:1][CH2:2][C@H:3]1[CH2:8][CH2:7][C@H:6]([N:9]2[C:13]3=[C:14]4[S:20][CH:19]=[CH:18][C:15]4=[N:16][CH:17]=[C:12]3[N:11]=[C:10]2[CH2:21][C:22]#[N:23])[CH2:5][CH2:4]1.C(N(CC)CC)C.Cl[C:32]([O:34][CH3:35])=[O:33]. Product: [C:22]([CH2:21][C:10]1[N:9]([C@H:6]2[CH2:7][CH2:8][C@H:3]([CH2:2][NH:1][C:32](=[O:33])[O:34][CH3:35])[CH2:4][CH2:5]2)[C:13]2=[C:14]3[S:20][CH:19]=[CH:18][C:15]3=[N:16][CH:17]=[C:12]2[N:11]=1)#[N:23]. The catalyst class is: 2.